This data is from Forward reaction prediction with 1.9M reactions from USPTO patents (1976-2016). The task is: Predict the product of the given reaction. (1) Given the reactants [CH2:1]([CH:3]1[C:8](=[O:9])[CH2:7][CH2:6][CH2:5][C:4]1=[O:10])[CH3:2], predict the reaction product. The product is: [CH2:1]([C:3]1[C:8]([OH:9])=[CH:7][CH:6]=[CH:5][C:4]=1[OH:10])[CH3:2]. (2) Given the reactants [F:1][C:2]1[CH:25]=[C:24]([N+:26]([O-:28])=[O:27])[CH:23]=[CH:22][C:3]=1[O:4][C:5]1[CH:10]=[CH:9][N:8]=[C:7]2[N:11]([CH2:14][O:15][CH2:16][CH2:17][Si:18]([CH3:21])([CH3:20])[CH3:19])[CH:12]=[CH:13][C:6]=12.C1C(=O)N([Br:36])C(=O)C1, predict the reaction product. The product is: [Br:36][C:13]1[C:6]2[C:7](=[N:8][CH:9]=[CH:10][C:5]=2[O:4][C:3]2[CH:22]=[CH:23][C:24]([N+:26]([O-:28])=[O:27])=[CH:25][C:2]=2[F:1])[N:11]([CH2:14][O:15][CH2:16][CH2:17][Si:18]([CH3:21])([CH3:20])[CH3:19])[CH:12]=1. (3) The product is: [C:16]([C:2]1[C:6]2[CH:7]=[C:8]([C:11]([O:13][CH3:14])=[O:12])[CH:9]=[CH:10][C:5]=2[O:4][CH:3]=1)#[C:15][CH3:17]. Given the reactants Br[C:2]1[C:6]2[CH:7]=[C:8]([C:11]([O:13][CH3:14])=[O:12])[CH:9]=[CH:10][C:5]=2[O:4][CH:3]=1.[C:15](P(C(C)(C)C)C(C)(C)C)(C)([CH3:17])[CH3:16].C#CC, predict the reaction product. (4) Given the reactants [CH3:1][O:2][C:3]1[CH:8]=[CH:7][C:6]([CH:9]([C:11]2[CH:16]=[CH:15][C:14]([O:17][CH2:18][CH:19]3[CH2:24][CH:23]([O:25][CH2:26][CH2:27][CH2:28][CH2:29][CH2:30][CH2:31][CH2:32][CH2:33][CH2:34][CH2:35][CH2:36][CH2:37][CH2:38][CH2:39][CH2:40][CH2:41][CH2:42][CH3:43])[CH:22]([O:44][CH2:45][CH2:46][CH2:47][CH2:48][CH2:49][CH2:50][CH2:51][CH2:52][CH2:53][CH2:54][CH2:55][CH2:56][CH2:57][CH2:58][CH2:59][CH2:60][CH2:61][CH3:62])[CH:21]([O:63][CH2:64][CH2:65][CH2:66][CH2:67][CH2:68][CH2:69][CH2:70][CH2:71][CH2:72][CH2:73][CH2:74][CH2:75][CH2:76][CH2:77][CH2:78][CH2:79][CH2:80][CH3:81])[CH2:20]3)=[CH:13][CH:12]=2)O)=[CH:5][CH:4]=1.[C:82](=[O:87])([O:84][CH2:85][CH3:86])[NH2:83].CS(O)(=O)=O.C(=O)([O-])[O-].[Na+].[Na+], predict the reaction product. The product is: [CH3:1][O:2][C:3]1[CH:4]=[CH:5][C:6]([CH:9]([NH:83][C:82](=[O:87])[O:84][CH2:85][CH3:86])[C:11]2[CH:16]=[CH:15][C:14]([O:17][CH2:18][CH:19]3[CH2:24][CH:23]([O:25][CH2:26][CH2:27][CH2:28][CH2:29][CH2:30][CH2:31][CH2:32][CH2:33][CH2:34][CH2:35][CH2:36][CH2:37][CH2:38][CH2:39][CH2:40][CH2:41][CH2:42][CH3:43])[CH:22]([O:44][CH2:45][CH2:46][CH2:47][CH2:48][CH2:49][CH2:50][CH2:51][CH2:52][CH2:53][CH2:54][CH2:55][CH2:56][CH2:57][CH2:58][CH2:59][CH2:60][CH2:61][CH3:62])[CH:21]([O:63][CH2:64][CH2:65][CH2:66][CH2:67][CH2:68][CH2:69][CH2:70][CH2:71][CH2:72][CH2:73][CH2:74][CH2:75][CH2:76][CH2:77][CH2:78][CH2:79][CH2:80][CH3:81])[CH2:20]3)=[CH:13][CH:12]=2)=[CH:7][CH:8]=1. (5) Given the reactants Cl[C:2]1[O:3][C:4]([CH:14](C)[CH2:15][C:16](O)=O)=[C:5]([C:7]2[CH:12]=[CH:11][C:10]([Cl:13])=[CH:9][CH:8]=2)[N:6]=1.[C:20](=[O:23])([O-])[O-:21].[K+].[K+].[N:26]1[C:30]2[CH:31]=[CH:32][CH:33]=[CH:34][C:29]=2[NH:28][CH:27]=1.CN(C)C=O, predict the reaction product. The product is: [N:26]1([C:2]2[O:3][C:4]([CH2:14][CH2:15][CH2:16][C:20]([OH:21])=[O:23])=[C:5]([C:7]3[CH:8]=[CH:9][C:10]([Cl:13])=[CH:11][CH:12]=3)[N:6]=2)[C:30]2[CH:31]=[CH:32][CH:33]=[CH:34][C:29]=2[N:28]=[CH:27]1. (6) Given the reactants [CH3:1][O:2][C:3]1[CH:12]=[CH:11][C:6]2[O:7][CH2:8][CH2:9][O:10][C:5]=2[CH:4]=1.CN([CH:16]=[O:17])C.P(Cl)(Cl)Cl.[OH-].[Na+], predict the reaction product. The product is: [CH3:1][O:2][C:3]1[C:12]([CH:16]=[O:17])=[CH:11][C:6]2[O:7][CH2:8][CH2:9][O:10][C:5]=2[CH:4]=1.